This data is from Full USPTO retrosynthesis dataset with 1.9M reactions from patents (1976-2016). The task is: Predict the reactants needed to synthesize the given product. (1) Given the product [CH3:16][S:1][C:2]1[NH:11][CH2:10][C:9]2[C:4](=[CH:5][C:6]([C:12]([O:14][CH3:15])=[O:13])=[CH:7][CH:8]=2)[N:3]=1, predict the reactants needed to synthesize it. The reactants are: [S:1]=[C:2]1[NH:11][CH2:10][C:9]2[C:4](=[CH:5][C:6]([C:12]([O:14][CH3:15])=[O:13])=[CH:7][CH:8]=2)[NH:3]1.[CH3:16]I. (2) Given the product [CH2:1]1[N:6]([CH2:7][C:8]2[O:12][C:11]([C:13]3[CH:21]=[C:20]([C:22]4[CH:23]=[C:24]([NH:30][S:31]([CH3:34])(=[O:32])=[O:33])[C:25]([O:28][CH3:29])=[N:26][CH:27]=4)[CH:19]=[C:18]4[C:14]=3[CH:15]=[N:16][NH:17]4)=[N:10][N:9]=2)[CH2:5][CH2:4][N:3]2[CH2:44][CH2:45][CH2:46][C@@H:2]12, predict the reactants needed to synthesize it. The reactants are: [CH2:1]1[N:6]([CH2:7][C:8]2[O:12][C:11]([C:13]3[CH:21]=[C:20]([C:22]4[CH:23]=[C:24]([NH:30][S:31]([CH3:34])(=[O:33])=[O:32])[C:25]([O:28][CH3:29])=[N:26][CH:27]=4)[CH:19]=[C:18]4[C:14]=3[CH:15]=[N:16][N:17]4S(C3C=CC=CC=3)(=O)=O)=[N:10][N:9]=2)[CH2:5][CH2:4][N:3]2[CH2:44][CH2:45][CH2:46][C@@H:2]12.[OH-].[Na+]. (3) Given the product [F:1][C:2]([F:6])([CH3:5])[CH2:3][N:45]1[CH2:46][CH2:47][C:41]2[CH:40]=[C:39]([O:38][CH3:37])[C:49]([N+:50]([O-:52])=[O:51])=[CH:48][C:42]=2[CH2:43][CH2:44]1, predict the reactants needed to synthesize it. The reactants are: [F:1][C:2]([F:6])([CH3:5])[CH2:3]O.N1C=CC=CC=1.C(#N)C.FC(F)(F)S(OS(C(F)(F)F)(=O)=O)(=O)=O.C(=O)([O-])[O-].[K+].[K+].[CH3:37][O:38][C:39]1[C:49]([N+:50]([O-:52])=[O:51])=[CH:48][C:42]2[CH2:43][CH2:44][NH:45][CH2:46][CH2:47][C:41]=2[CH:40]=1.